Dataset: Reaction yield outcomes from USPTO patents with 853,638 reactions. Task: Predict the reaction yield, written as a fraction of the theoretical maximum amount of product (1.0 means a 100% yield; for example, 0.34 means a 34% yield). (1) The reactants are [OH:1][CH2:2][CH:3]([CH2:6][CH2:7][OH:8])[CH2:4][OH:5].O.[C:10]1(C)[CH:15]=CC(S(O)(=O)=O)=C[CH:11]=1.C(N(CC)CC)C. The catalyst is CC(C)=O. The product is [CH3:11][C:10]1([CH3:15])[O:5][CH2:4][CH:3]([CH2:6][CH2:7][OH:8])[CH2:2][O:1]1. The yield is 0.220. (2) The reactants are CC(C)(C)C([NH:5][C:6]1[C:11]([CH2:12][CH2:13][C:14]([O:16][CH2:17]CCC)=O)=[CH:10][CH:9]=[C:8]([O:21]C)[N:7]=1)=O.Cl.C(=O)([O-])[O-].[K+].[K+]. The catalyst is O. The product is [CH3:17][O:16][C:14]1[N:5]=[C:6]2[C:11]([CH2:10][CH2:9][C:8](=[O:21])[NH:7]2)=[CH:12][CH:13]=1. The yield is 0.790. (3) The reactants are [Cl:1][C:2]1[C:3]([NH:17][CH:18]2[CH2:25][CH:21]3[CH2:22][NH:23][CH2:24][CH:20]3[CH2:19]2)=[N:4][C:5]([NH:8][C:9]2[CH:10]=[N:11][N:12]([CH2:14][CH2:15][OH:16])[CH:13]=2)=[N:6][CH:7]=1.[C:26]([CH2:28][C:29](O)=[O:30])#[N:27].CN(C(ON1N=NC2C=CC=NC1=2)=[N+](C)C)C.F[P-](F)(F)(F)(F)F.CCN(CC)CC. The catalyst is C(Cl)Cl.CN(C=O)C. The product is [Cl:1][C:2]1[C:3]([NH:17][CH:18]2[CH2:25][CH:21]3[CH2:22][N:23]([C:29](=[O:30])[CH2:28][C:26]#[N:27])[CH2:24][CH:20]3[CH2:19]2)=[N:4][C:5]([NH:8][C:9]2[CH:10]=[N:11][N:12]([CH2:14][CH2:15][OH:16])[CH:13]=2)=[N:6][CH:7]=1. The yield is 0.870. (4) The reactants are [OH:1][C:2]1[CH:7]=[CH:6][C:5]([N:8]2[C:13](=[O:14])[C:12]([CH2:15][C:16]3[CH:21]=[CH:20][C:19]([C:22]4[C:23]([C:28]#[N:29])=[CH:24][CH:25]=[CH:26][CH:27]=4)=[CH:18][CH:17]=3)=[C:11]([CH2:30][CH2:31][CH3:32])[N:10]=[C:9]2[CH3:33])=[CH:4][CH:3]=1.[CH3:34][C:35]1([OH:42])[CH2:40][CH2:39][CH:38](O)[CH2:37][CH2:36]1.C1(P(C2C=CC=CC=2)C2C=CC=CC=2)C=CC=CC=1.[N:63]([C:64]([O:66]C(C)C)=[O:65])=[N:63][C:64]([O:66]C(C)C)=[O:65]. The catalyst is O1CCCC1.O.C(OCC)(=O)C. The product is [OH:42][C:35]1([CH3:34])[CH2:40][CH2:39][CH:38]([O:1][C:2]2[CH:3]=[CH:4][C:5]([N:8]3[C:13](=[O:14])[C:12]([CH2:15][C:16]4[CH:21]=[CH:20][C:19]([C:22]5[CH:27]=[CH:26][CH:25]=[CH:24][C:23]=5[C:28]5[NH:63][C:64](=[O:65])[O:66][N:29]=5)=[CH:18][CH:17]=4)=[C:11]([CH2:30][CH2:31][CH3:32])[N:10]=[C:9]3[CH3:33])=[CH:6][CH:7]=2)[CH2:37][CH2:36]1. The yield is 0.170.